This data is from NCI-60 drug combinations with 297,098 pairs across 59 cell lines. The task is: Regression. Given two drug SMILES strings and cell line genomic features, predict the synergy score measuring deviation from expected non-interaction effect. (1) Synergy scores: CSS=-1.01, Synergy_ZIP=4.10, Synergy_Bliss=8.32, Synergy_Loewe=3.45, Synergy_HSA=1.61. Drug 2: C1CN(P(=O)(OC1)NCCCl)CCCl. Cell line: MALME-3M. Drug 1: CS(=O)(=O)CCNCC1=CC=C(O1)C2=CC3=C(C=C2)N=CN=C3NC4=CC(=C(C=C4)OCC5=CC(=CC=C5)F)Cl. (2) Drug 1: C1CC(C1)(C2=CC=C(C=C2)C3=C(C=C4C(=N3)C=CN5C4=NNC5=O)C6=CC=CC=C6)N. Drug 2: C1=CC(=C(C=C1I)F)NC2=C(C=CC(=C2F)F)C(=O)NOCC(CO)O. Cell line: UACC62. Synergy scores: CSS=59.8, Synergy_ZIP=1.78, Synergy_Bliss=0.498, Synergy_Loewe=0.993, Synergy_HSA=8.11. (3) Drug 1: CCC1=CC2CC(C3=C(CN(C2)C1)C4=CC=CC=C4N3)(C5=C(C=C6C(=C5)C78CCN9C7C(C=CC9)(C(C(C8N6C)(C(=O)OC)O)OC(=O)C)CC)OC)C(=O)OC.C(C(C(=O)O)O)(C(=O)O)O. Drug 2: CCC1=C2CN3C(=CC4=C(C3=O)COC(=O)C4(CC)O)C2=NC5=C1C=C(C=C5)O. Cell line: UO-31. Synergy scores: CSS=23.6, Synergy_ZIP=-9.93, Synergy_Bliss=-6.31, Synergy_Loewe=-17.1, Synergy_HSA=-2.18. (4) Drug 1: C1=CC(=CC=C1CC(C(=O)O)N)N(CCCl)CCCl.Cl. Drug 2: C1CCC(C(C1)N)N.C(=O)(C(=O)[O-])[O-].[Pt+4]. Cell line: SK-MEL-2. Synergy scores: CSS=1.46, Synergy_ZIP=-0.629, Synergy_Bliss=-0.173, Synergy_Loewe=-2.28, Synergy_HSA=-2.60. (5) Drug 1: CC1C(C(CC(O1)OC2CC(OC(C2O)C)OC3=CC4=CC5=C(C(=O)C(C(C5)C(C(=O)C(C(C)O)O)OC)OC6CC(C(C(O6)C)O)OC7CC(C(C(O7)C)O)OC8CC(C(C(O8)C)O)(C)O)C(=C4C(=C3C)O)O)O)O. Drug 2: CN(CCCl)CCCl.Cl. Cell line: SNB-75. Synergy scores: CSS=20.7, Synergy_ZIP=6.36, Synergy_Bliss=10.7, Synergy_Loewe=-12.3, Synergy_HSA=-1.34. (6) Drug 1: COC1=C(C=C2C(=C1)N=CN=C2NC3=CC(=C(C=C3)F)Cl)OCCCN4CCOCC4. Drug 2: C1CC(C1)(C(=O)O)C(=O)O.[NH2-].[NH2-].[Pt+2]. Cell line: UACC-257. Synergy scores: CSS=23.2, Synergy_ZIP=-4.59, Synergy_Bliss=3.66, Synergy_Loewe=0.773, Synergy_HSA=5.97. (7) Drug 1: CC(C)(C#N)C1=CC(=CC(=C1)CN2C=NC=N2)C(C)(C)C#N. Drug 2: CC1=C2C(C(=O)C3(C(CC4C(C3C(C(C2(C)C)(CC1OC(=O)C(C(C5=CC=CC=C5)NC(=O)OC(C)(C)C)O)O)OC(=O)C6=CC=CC=C6)(CO4)OC(=O)C)O)C)O. Cell line: NCI/ADR-RES. Synergy scores: CSS=-0.190, Synergy_ZIP=1.24, Synergy_Bliss=0.755, Synergy_Loewe=-4.69, Synergy_HSA=-3.23.